From a dataset of Full USPTO retrosynthesis dataset with 1.9M reactions from patents (1976-2016). Predict the reactants needed to synthesize the given product. Given the product [CH3:24][O:23][C:21]([CH2:20][CH2:19][C:14]12[CH2:15][CH2:16][C:11]([C:9]([OH:10])=[O:8])([CH2:18][CH2:17]1)[CH2:12][CH2:13]2)=[O:22], predict the reactants needed to synthesize it. The reactants are: C([O:8][C:9]([C@:11]12[CH2:18][CH2:17][C@@:14]([CH:19]=[CH:20][C:21]([O:23][CH3:24])=[O:22])([CH2:15][CH2:16]1)[CH2:13][CH2:12]2)=[O:10])C1C=CC=CC=1.